The task is: Regression. Given a peptide amino acid sequence and an MHC pseudo amino acid sequence, predict their binding affinity value. This is MHC class I binding data.. This data is from Peptide-MHC class I binding affinity with 185,985 pairs from IEDB/IMGT. (1) The peptide sequence is YSLLNRKAI. The MHC is HLA-A69:01 with pseudo-sequence HLA-A69:01. The binding affinity (normalized) is 0.0847. (2) The MHC is HLA-A01:01 with pseudo-sequence HLA-A01:01. The binding affinity (normalized) is 0.474. The peptide sequence is ASGFTFSSY. (3) The peptide sequence is KDTWLDARM. The MHC is HLA-A11:01 with pseudo-sequence HLA-A11:01. The binding affinity (normalized) is 0.